Dataset: Forward reaction prediction with 1.9M reactions from USPTO patents (1976-2016). Task: Predict the product of the given reaction. (1) Given the reactants [Cl:1][C:2]1[CH:28]=[CH:27][C:5]([CH2:6][N:7]2[C:15]3[C:10](=[CH:11][C:12]([CH:16]=[C:17]4[S:21][C:20](SCCC)=[N:19][C:18]4=[O:26])=[CH:13][CH:14]=3)[CH:9]=[N:8]2)=[C:4]([C:29]([F:32])([F:31])[F:30])[CH:3]=1.[N:33]1([CH:38]2[CH2:43][CH2:42][NH:41][CH2:40][CH2:39]2)[CH:37]=[CH:36][N:35]=[CH:34]1, predict the reaction product. The product is: [Cl:1][C:2]1[CH:28]=[CH:27][C:5]([CH2:6][N:7]2[C:15]3[C:10](=[CH:11][C:12]([CH:16]=[C:17]4[S:21][C:20]([N:41]5[CH2:40][CH2:39][CH:38]([N:33]6[CH:37]=[CH:36][N:35]=[CH:34]6)[CH2:43][CH2:42]5)=[N:19][C:18]4=[O:26])=[CH:13][CH:14]=3)[CH:9]=[N:8]2)=[C:4]([C:29]([F:32])([F:30])[F:31])[CH:3]=1. (2) Given the reactants CC1(C)COB([C:8]2[CH:9]=[C:10]([C:14]3[CH:19]=[CH:18][N:17]=[C:16]([NH2:20])[N:15]=3)[CH:11]=[CH:12][CH:13]=2)OC1.Br[CH2:23][C:24]1[CH:42]=[CH:41][C:27]([CH2:28][O:29][C:30]2[CH:35]=[CH:34][C:33]([C:36](=[O:38])[CH3:37])=[C:32]([OH:39])[C:31]=2[Cl:40])=[CH:26][CH:25]=1, predict the reaction product. The product is: [NH2:20][C:16]1[N:15]=[C:14]([C:10]2[CH:9]=[C:8]([CH:13]=[CH:12][CH:11]=2)[CH2:23][C:24]2[CH:25]=[CH:26][C:27]([CH2:28][O:29][C:30]3[CH:35]=[CH:34][C:33]([C:36](=[O:38])[CH3:37])=[C:32]([OH:39])[C:31]=3[Cl:40])=[CH:41][CH:42]=2)[CH:19]=[CH:18][N:17]=1.